From a dataset of Reaction yield outcomes from USPTO patents with 853,638 reactions. Predict the reaction yield, written as a fraction of the theoretical maximum amount of product (1.0 means a 100% yield; for example, 0.34 means a 34% yield). (1) The reactants are [Cl:1][C:2]1[CH:10]=[CH:9][CH:8]=[C:7]([Cl:11])[C:3]=1[C:4]([OH:6])=[O:5].[F-].[K+].[CH3:14][N:15]1[C:23]2[C:18](=[CH:19][CH:20]=[CH:21][CH:22]=2)[C:17]([CH3:24])=[C:16]1[C:25]([NH:27][C@H:28]([C:32]([NH:34][CH:35]([C:44](=[O:47])[CH2:45]Br)[CH2:36][C:37]([O:39][C:40]([CH3:43])([CH3:42])[CH3:41])=[O:38])=[O:33])[CH:29]([CH3:31])[CH3:30])=[O:26]. No catalyst specified. The product is [C:40]([O:39][C:37](=[O:38])[CH2:36][CH:35]([NH:34][C:32](=[O:33])[C@H:28]([CH:29]([CH3:30])[CH3:31])[NH:27][C:25]([C:16]1[N:15]([CH3:14])[C:23]2[C:18]([C:17]=1[CH3:24])=[CH:19][CH:20]=[CH:21][CH:22]=2)=[O:26])[C:44](=[O:47])[CH2:45][O:5][C:4](=[O:6])[C:3]1[C:2]([Cl:1])=[CH:10][CH:9]=[CH:8][C:7]=1[Cl:11])([CH3:42])([CH3:41])[CH3:43]. The yield is 0.790. (2) The reactants are [Cl-].O[NH3+:3].[C:4](=[O:7])([O-])[OH:5].[Na+].CS(C)=O.[CH3:13][C:14]1[CH:15]=[N:16][N:17]2[C:22]([CH2:23][CH2:24][CH3:25])=[C:21]([CH2:26][C:27]3[CH:32]=[CH:31][C:30]([C:33]4[C:34]([C:39]#[N:40])=[CH:35][CH:36]=[CH:37][CH:38]=4)=[CH:29][CH:28]=3)[C:20](=[O:41])[N:19]([CH:42]3[CH2:47][CH2:46][O:45][CH2:44][CH2:43]3)[C:18]=12. The catalyst is C(OCC)(=O)C. The product is [CH3:13][C:14]1[CH:15]=[N:16][N:17]2[C:22]([CH2:23][CH2:24][CH3:25])=[C:21]([CH2:26][C:27]3[CH:28]=[CH:29][C:30]([C:33]4[CH:38]=[CH:37][CH:36]=[CH:35][C:34]=4[C:39]4[NH:3][C:4](=[O:7])[O:5][N:40]=4)=[CH:31][CH:32]=3)[C:20](=[O:41])[N:19]([CH:42]3[CH2:47][CH2:46][O:45][CH2:44][CH2:43]3)[C:18]=12. The yield is 0.580. (3) The reactants are Cl.[C:2]([CH2:4][C:5](=[NH:9])[O:6][CH2:7][CH3:8])#[N:3].[NH2:10]N. The catalyst is CCO. The product is [CH2:7]([O:6][C:5]1[CH:4]=[C:2]([NH2:10])[NH:3][N:9]=1)[CH3:8]. The yield is 0.110. (4) The reactants are [CH2:1]([O:8][C:9]1[CH:14]=[CH:13][C:12]([CH2:15][CH2:16]O)=[CH:11][C:10]=1[F:18])[C:2]1[CH:7]=[CH:6][CH:5]=[CH:4][CH:3]=1.C(Br)(Br)(Br)[Br:20].C1C=CC(P(C2C=CC=CC=2)C2C=CC=CC=2)=CC=1.CCOCC. The catalyst is C(Cl)Cl. The product is [CH2:1]([O:8][C:9]1[CH:14]=[CH:13][C:12]([CH2:15][CH2:16][Br:20])=[CH:11][C:10]=1[F:18])[C:2]1[CH:7]=[CH:6][CH:5]=[CH:4][CH:3]=1. The yield is 0.935. (5) The reactants are [F:1][CH:2]([C:4]1[N:9]=[C:8]([CH2:10][CH2:11][CH3:12])[NH:7][C:6](=[O:13])[CH:5]=1)[CH3:3].Br[CH2:15][C:16]1[CH:21]=[CH:20][C:19]([C:22]2[C:23]([C:28]#[N:29])=[CH:24][CH:25]=[CH:26][CH:27]=2)=[CH:18][CH:17]=1.C(=O)([O-])[O-].[K+].[K+]. The catalyst is C(#N)C.C(OCC)(=O)C. The product is [F:1][CH:2]([C:4]1[N:9]=[C:8]([CH2:10][CH2:11][CH3:12])[N:7]([CH2:15][C:16]2[CH:17]=[CH:18][C:19]([C:22]3[C:23]([C:28]#[N:29])=[CH:24][CH:25]=[CH:26][CH:27]=3)=[CH:20][CH:21]=2)[C:6](=[O:13])[CH:5]=1)[CH3:3]. The yield is 0.430.